This data is from Reaction yield outcomes from USPTO patents with 853,638 reactions. The task is: Predict the reaction yield, written as a fraction of the theoretical maximum amount of product (1.0 means a 100% yield; for example, 0.34 means a 34% yield). (1) The reactants are [CH2:1]([O:3][C:4]([CH:6]1[N:11]([S:12]([C:15]2[CH:20]=[CH:19][C:18]([F:21])=[CH:17][CH:16]=2)(=[O:14])=[O:13])[CH2:10][CH2:9][N:8](C(OC(C)(C)C)=O)[CH2:7]1)=[O:5])[CH3:2].FC(F)(F)C(O)=O. The catalyst is ClCCl. The product is [CH2:1]([O:3][C:4]([CH:6]1[CH2:7][NH:8][CH2:9][CH2:10][N:11]1[S:12]([C:15]1[CH:16]=[CH:17][C:18]([F:21])=[CH:19][CH:20]=1)(=[O:13])=[O:14])=[O:5])[CH3:2]. The yield is 0.900. (2) The product is [O:15]=[C:16]1[C:25]2[C:20](=[CH:21][CH:22]=[CH:23][CH:24]=2)[C:19]2[CH2:2][C:3]3[CH:4]=[C:5]([C:6]([O:8][CH3:9])=[O:7])[CH:10]=[CH:11][C:12]=3[C:13]=2[NH:14]1. No catalyst specified. The reactants are Br[CH2:2][C:3]1[CH:4]=[C:5]([CH:10]=[CH:11][C:12]=1[C:13]#[N:14])[C:6]([O:8][CH3:9])=[O:7].[O:15]=[C:16]1[C:25]2[C:20](=[CH:21][CH:22]=[CH:23][CH:24]=2)[C:19]2[CH2:19][C:20]3[C:25]([C:16](OC)=[O:15])=[CH:24][CH:23]=[CH:22][C:21]=3C=2N1. The yield is 0.650. (3) The reactants are [CH2:1]([O:3][CH:4]([O:18][CH2:19][CH3:20])[C@@H:5]([NH:7]C(=O)OCC1C=CC=CC=1)[CH3:6])[CH3:2]. The catalyst is CO. The product is [CH2:1]([O:3][CH:4]([O:18][CH2:19][CH3:20])[C@@H:5]([NH2:7])[CH3:6])[CH3:2]. The yield is 1.00. (4) The reactants are Br[C:2]1[CH:18]=[CH:17][C:5]([C:6]([C@@H:8]2[CH2:12][CH2:11][CH2:10][C@H:9]2[C:13]([O:15][CH3:16])=[O:14])=[O:7])=[CH:4][CH:3]=1.[NH2:19][C:20]1[CH:25]=[CH:24][C:23](B(O)O)=[CH:22][CH:21]=1.C([O-])([O-])=O.[Na+].[Na+].ClCCl. The catalyst is CCOC(C)=O.C1C=CC(P(C2C=CC=CC=2)[C-]2C=CC=C2)=CC=1.C1C=CC(P(C2C=CC=CC=2)[C-]2C=CC=C2)=CC=1.Cl[Pd]Cl.[Fe+2].CCO.C1(C)C=CC=CC=1. The product is [NH2:19][C:20]1[CH:25]=[CH:24][C:23]([C:2]2[CH:18]=[CH:17][C:5]([C:6]([C@@H:8]3[CH2:12][CH2:11][CH2:10][C@H:9]3[C:13]([O:15][CH3:16])=[O:14])=[O:7])=[CH:4][CH:3]=2)=[CH:22][CH:21]=1. The yield is 0.670.